This data is from NCI-60 drug combinations with 297,098 pairs across 59 cell lines. The task is: Regression. Given two drug SMILES strings and cell line genomic features, predict the synergy score measuring deviation from expected non-interaction effect. Drug 1: C1=NC2=C(N=C(N=C2N1C3C(C(C(O3)CO)O)O)F)N. Drug 2: CCCCC(=O)OCC(=O)C1(CC(C2=C(C1)C(=C3C(=C2O)C(=O)C4=C(C3=O)C=CC=C4OC)O)OC5CC(C(C(O5)C)O)NC(=O)C(F)(F)F)O. Cell line: HT29. Synergy scores: CSS=25.0, Synergy_ZIP=2.16, Synergy_Bliss=5.01, Synergy_Loewe=-20.5, Synergy_HSA=2.04.